The task is: Predict the reactants needed to synthesize the given product.. This data is from Full USPTO retrosynthesis dataset with 1.9M reactions from patents (1976-2016). (1) Given the product [C:1]([O:5][C:6]([N:8]1[CH2:13][CH2:12][CH:11]([NH:14][C:30]([CH:27]2[CH2:28][CH2:29][N:25]([C:23]([O:22][CH2:15][C:16]3[CH:21]=[CH:20][CH:19]=[CH:18][CH:17]=3)=[O:24])[CH2:26]2)=[O:31])[CH2:10][CH2:9]1)=[O:7])([CH3:4])([CH3:2])[CH3:3], predict the reactants needed to synthesize it. The reactants are: [C:1]([O:5][C:6]([N:8]1[CH2:13][CH2:12][CH:11]([NH2:14])[CH2:10][CH2:9]1)=[O:7])([CH3:4])([CH3:3])[CH3:2].[CH2:15]([O:22][C:23]([N:25]1[CH2:29][CH2:28][CH:27]([C:30](O)=[O:31])[CH2:26]1)=[O:24])[C:16]1[CH:21]=[CH:20][CH:19]=[CH:18][CH:17]=1.Cl.CN(C)CCCN=C=NCC. (2) Given the product [C:1]([C:5]1[CH:6]=[C:7]([CH:8]2[N:25]([C:24]3[CH:26]=[CH:27][C:21]([N+:18]([O-:20])=[O:19])=[CH:22][CH:23]=3)[C:34](=[O:35])[CH2:33][S:32]2)[CH:10]=[C:11]([C:14]([CH3:17])([CH3:16])[CH3:15])[C:12]=1[OH:13])([CH3:4])([CH3:3])[CH3:2], predict the reactants needed to synthesize it. The reactants are: [C:1]([C:5]1[CH:6]=[C:7]([CH:10]=[C:11]([C:14]([CH3:17])([CH3:16])[CH3:15])[C:12]=1[OH:13])[CH:8]=O)([CH3:4])([CH3:3])[CH3:2].[N+:18]([C:21]1[CH:27]=[CH:26][C:24]([NH2:25])=[CH:23][CH:22]=1)([O-:20])=[O:19].C(O)(=O)C.[SH:32][CH2:33][C:34](O)=[O:35].